This data is from Full USPTO retrosynthesis dataset with 1.9M reactions from patents (1976-2016). The task is: Predict the reactants needed to synthesize the given product. (1) The reactants are: [CH:1]([O:4][C:5]([N:7]1[C:16]2[C:11](=[CH:12][CH:13]=[C:14]([CH3:17])[N:15]=2)[C:10](=[O:18])[C:9]([C:19]([O:21][CH2:22][CH3:23])=[O:20])=[CH:8]1)=[O:6])([CH3:3])[CH3:2].[CH2:24]([Mg]Br)[CH3:25].[Cl-].[NH4+]. Given the product [CH:1]([O:4][C:5]([N:7]1[C:16]2[C:11](=[CH:12][CH:13]=[C:14]([CH3:17])[N:15]=2)[C:10](=[O:18])[CH:9]([C:19]([O:21][CH2:22][CH3:23])=[O:20])[CH:8]1[CH2:24][CH3:25])=[O:6])([CH3:2])[CH3:3], predict the reactants needed to synthesize it. (2) Given the product [C:9]1([C:2]2[C:7]([OH:8])=[CH:6][CH:5]=[CH:4][N:3]=2)[CH:14]=[CH:13][CH:12]=[CH:11][CH:10]=1, predict the reactants needed to synthesize it. The reactants are: I[C:2]1[C:7]([OH:8])=[CH:6][CH:5]=[CH:4][N:3]=1.[C:9]1(B(O)O)[CH:14]=[CH:13][CH:12]=[CH:11][CH:10]=1.C([O-])([O-])=O.[Na+].[Na+].O. (3) Given the product [Cl:29][C:26]1[S:25][C:24]([C:22]([NH:21][CH2:20][CH2:19][C:18]([NH:17][C:5]2[CH:6]=[CH:7][C:8]([N:10]3[CH:15]=[CH:14][CH:13]=[CH:12][C:11]3=[O:16])=[CH:9][C:4]=2[C:3]([OH:31])=[O:2])=[O:30])=[O:23])=[CH:28][CH:27]=1, predict the reactants needed to synthesize it. The reactants are: C[O:2][C:3](=[O:31])[C:4]1[CH:9]=[C:8]([N:10]2[CH:15]=[CH:14][CH:13]=[CH:12][C:11]2=[O:16])[CH:7]=[CH:6][C:5]=1[NH:17][C:18](=[O:30])[CH2:19][CH2:20][NH:21][C:22]([C:24]1[S:25][C:26]([Cl:29])=[CH:27][CH:28]=1)=[O:23].[OH-].[Na+]. (4) Given the product [CH3:2][CH:1]([C:3]1[CH:8]=[CH:7][CH:6]=[CH:5][N:4]=1)[CH2:12][CH2:11][CH:10]=[CH2:9], predict the reactants needed to synthesize it. The reactants are: [CH2:1]([C:3]1[CH:8]=[CH:7][CH:6]=[CH:5][N:4]=1)[CH3:2].[CH2:9]([Li])[CH2:10][CH2:11][CH3:12].BrCCC=C.O. (5) Given the product [F:1][C:2]1[CH:7]=[C:6]([O:8][CH3:9])[CH:5]=[CH:4][C:3]=1[C:14]1[C:15]([CH3:24])=[CH:16][C:17]([C:20]([O:22][CH3:23])=[O:21])=[N:18][CH:19]=1, predict the reactants needed to synthesize it. The reactants are: [F:1][C:2]1[CH:7]=[C:6]([O:8][CH3:9])[CH:5]=[CH:4][C:3]=1B(O)O.Br[C:14]1[C:15]([CH3:24])=[CH:16][C:17]([C:20]([O:22][CH3:23])=[O:21])=[N:18][CH:19]=1.C(=O)([O-])[O-].[Cs+].[Cs+].